From a dataset of Peptide-MHC class I binding affinity with 185,985 pairs from IEDB/IMGT. Regression. Given a peptide amino acid sequence and an MHC pseudo amino acid sequence, predict their binding affinity value. This is MHC class I binding data. (1) The peptide sequence is SSPERSSCI. The MHC is Mamu-A01 with pseudo-sequence Mamu-A01. The binding affinity (normalized) is 0.775. (2) The peptide sequence is VTFWGFWLF. The MHC is HLA-B46:01 with pseudo-sequence HLA-B46:01. The binding affinity (normalized) is 0.0847.